This data is from Forward reaction prediction with 1.9M reactions from USPTO patents (1976-2016). The task is: Predict the product of the given reaction. (1) Given the reactants [CH:1]([N:4]1[C:8]([CH3:9])=[C:7]([C:10]([O:12]CC)=[O:11])[CH:6]=[N:5]1)([CH3:3])[CH3:2].[OH-].[Li+], predict the reaction product. The product is: [CH:1]([N:4]1[C:8]([CH3:9])=[C:7]([C:10]([OH:12])=[O:11])[CH:6]=[N:5]1)([CH3:3])[CH3:2]. (2) Given the reactants [NH2:1][OH:2].[CH2:3]([C:5]1[C:9]([C:10]#[N:11])=[C:8]([C:12]2[O:13][CH:14]=[CH:15][C:16]=2[CH3:17])[N:7]([C:18]2[CH:23]=[CH:22][C:21]([OH:24])=[CH:20][CH:19]=2)[N:6]=1)[CH3:4], predict the reaction product. The product is: [CH2:3]([C:5]1[C:9]([C:10](=[N:1][OH:2])[NH2:11])=[C:8]([C:12]2[O:13][CH:14]=[CH:15][C:16]=2[CH3:17])[N:7]([C:18]2[CH:19]=[CH:20][C:21]([OH:24])=[CH:22][CH:23]=2)[N:6]=1)[CH3:4]. (3) Given the reactants [H-].[Al+3].[Li+].[H-].[H-].[H-].C(O[C:10]([NH:12][CH:13]1[CH2:18][CH2:17][N:16]([CH2:19][C:20]2[CH:25]=[CH:24][N:23]=[C:22]([C:26]3[CH:31]=[C:30]([O:32][CH3:33])[C:29]([O:34][CH3:35])=[C:28]([O:36][CH3:37])[CH:27]=3)[CH:21]=2)[CH2:15][CH2:14]1)=O)C.[Cl-].[NH4+], predict the reaction product. The product is: [CH3:10][NH:12][CH:13]1[CH2:14][CH2:15][N:16]([CH2:19][C:20]2[CH:25]=[CH:24][N:23]=[C:22]([C:26]3[CH:31]=[C:30]([O:32][CH3:33])[C:29]([O:34][CH3:35])=[C:28]([O:36][CH3:37])[CH:27]=3)[CH:21]=2)[CH2:17][CH2:18]1.